Predict the reactants needed to synthesize the given product. From a dataset of Full USPTO retrosynthesis dataset with 1.9M reactions from patents (1976-2016). (1) The reactants are: II.Br[C:4]1[CH:9]=[CH:8][CH:7]=[CH:6][C:5]=1[CH2:10][CH2:11][CH3:12].[O:13]1[CH2:15][CH2:14]1. Given the product [CH2:10]([C:5]1[CH:6]=[CH:7][CH:8]=[CH:9][C:4]=1[CH2:15][CH2:14][OH:13])[CH2:11][CH3:12], predict the reactants needed to synthesize it. (2) Given the product [F:1][C:2]1[CH:3]=[CH:4][C:5]2[N:9]=[C:8]([C@@H:10]([NH:13][C:22]3[N:30]=[CH:29][N:28]=[C:27]4[C:23]=3[NH:24][CH:25]=[N:26]4)[CH2:11][CH3:12])[N:7]([C:14]3[CH:15]=[CH:16][CH:17]=[CH:18][CH:19]=3)[C:6]=2[CH:20]=1, predict the reactants needed to synthesize it. The reactants are: [F:1][C:2]1[CH:3]=[CH:4][C:5]2[N:9]=[C:8]([C@@H:10]([NH2:13])[CH2:11][CH3:12])[N:7]([C:14]3[CH:19]=[CH:18][CH:17]=[CH:16][CH:15]=3)[C:6]=2[CH:20]=1.Cl[C:22]1[N:30]=[CH:29][N:28]=[C:27]2[C:23]=1[N:24]=[CH:25][N:26]2C1CCCCO1.CCN(C(C)C)C(C)C. (3) Given the product [CH2:1]([C:5]1[N:6]=[C:7]([CH3:27])[N:8]([CH:29]([CH3:31])[CH3:30])[C:9](=[O:26])[C:10]=1[CH2:11][C:12]1[CH:17]=[CH:16][C:15]([C:18]2[C:19]([C:24]#[N:25])=[CH:20][CH:21]=[CH:22][CH:23]=2)=[CH:14][CH:13]=1)[CH2:2][CH2:3][CH3:4], predict the reactants needed to synthesize it. The reactants are: [CH2:1]([C:5]1[N:6]=[C:7]([CH3:27])[NH:8][C:9](=[O:26])[C:10]=1[CH2:11][C:12]1[CH:17]=[CH:16][C:15]([C:18]2[C:19]([C:24]#[N:25])=[CH:20][CH:21]=[CH:22][CH:23]=2)=[CH:14][CH:13]=1)[CH2:2][CH2:3][CH3:4].I[CH:29]([CH3:31])[CH3:30].[H-].[Na+].C(OCC)(=O)C. (4) Given the product [Br:15][C:16]1[CH:17]=[CH:18][C:19]([O:23][C:24]2[CH:29]=[CH:28][CH:27]=[CH:26][CH:25]=2)=[C:20]([NH:22][C:2]2[C:3]3[C:8](=[N:7][C:6]([CH2:12][CH2:13][CH3:14])=[CH:5][CH:4]=3)[N:9]=[CH:10][CH:11]=2)[CH:21]=1, predict the reactants needed to synthesize it. The reactants are: Cl[C:2]1[CH:11]=[CH:10][N:9]=[C:8]2[C:3]=1[CH:4]=[CH:5][C:6]([CH2:12][CH2:13][CH3:14])=[N:7]2.[Br:15][C:16]1[CH:17]=[CH:18][C:19]([O:23][C:24]2[CH:29]=[CH:28][CH:27]=[CH:26][CH:25]=2)=[C:20]([NH2:22])[CH:21]=1. (5) Given the product [Br:27][C:24]1[CH:23]=[C:3]([CH:2]=[C:26]([CH2:44][C:45]([CH3:48])([CH3:47])[CH3:46])[CH:25]=1)[CH2:4][NH:5][CH2:6][C@@H:7]([OH:22])[C@@H:8]([NH:18][C:19](=[O:21])[CH3:20])[CH2:9][C:10]1[CH:15]=[C:14]([F:16])[CH:13]=[C:12]([F:17])[CH:11]=1, predict the reactants needed to synthesize it. The reactants are: Br[C:2]1[CH:26]=[CH:25][C:24]([Br:27])=[CH:23][C:3]=1[CH2:4][NH:5][CH2:6][C@@H:7]([OH:22])[C@@H:8]([NH:18][C:19](=[O:21])[CH3:20])[CH2:9][C:10]1[CH:15]=[C:14]([F:16])[CH:13]=[C:12]([F:17])[CH:11]=1.BrN(Br)CC1C=CC=CC=1.C1COCC1.[I-].[CH2:44]([Zn+])[C:45]([CH3:48])([CH3:47])[CH3:46]. (6) Given the product [CH3:1][S:2]([N:5]1[CH2:10][CH2:9][CH:8]([C:11]2[CH:23]=[CH:22][C:14]([CH2:15][C@@H:16]([C:18]([O:20][CH3:21])=[O:19])[NH2:17])=[CH:13][CH:12]=2)[CH2:7][CH2:6]1)(=[O:4])=[O:3], predict the reactants needed to synthesize it. The reactants are: [CH3:1][S:2]([N:5]1[CH2:10][CH:9]=[C:8]([C:11]2[CH:23]=[CH:22][C:14]([CH2:15][C@@H:16]([C:18]([O:20][CH3:21])=[O:19])[NH2:17])=[CH:13][CH:12]=2)[CH2:7][CH2:6]1)(=[O:4])=[O:3].CC[NH+](CC)CC.CC[NH+](CC)CC.C([O-])([O-])=O. (7) Given the product [C:1]1([C@H:7]2[CH2:11][CH2:10][C:9](=[N:14][OH:15])[CH2:8]2)[CH:6]=[CH:5][CH:4]=[CH:3][CH:2]=1, predict the reactants needed to synthesize it. The reactants are: [C:1]1([C@H:7]2[CH2:11][CH2:10][C:9](=O)[CH2:8]2)[CH:6]=[CH:5][CH:4]=[CH:3][CH:2]=1.Cl.[NH2:14][OH:15].CC([O-])=O.[Na+].